Dataset: Forward reaction prediction with 1.9M reactions from USPTO patents (1976-2016). Task: Predict the product of the given reaction. (1) Given the reactants [O:1]=[C:2]([CH2:10][CH2:11][C:12]1[CH:17]=[CH:16][CH:15]=[CH:14][CH:13]=1)[CH2:3]P(=O)(OC)OC.[H-].[Na+].[CH:20]([C@@H:22]1[C@@H:29]2[C@@H:25]([O:26][C:27](=[O:30])[CH2:28]2)[CH2:24][C@H:23]1[O:31][C:32](=[O:45])[C:33]1[CH:38]=[CH:37][C:36]([C:39]2[CH:44]=[CH:43][CH:42]=[CH:41][CH:40]=2)=[CH:35][CH:34]=1)=O, predict the reaction product. The product is: [O:1]=[C:2]([CH2:10][CH2:11][C:12]1[CH:13]=[CH:14][CH:15]=[CH:16][CH:17]=1)/[CH:3]=[CH:20]/[C@@H:22]1[C@@H:29]2[C@@H:25]([O:26][C:27](=[O:30])[CH2:28]2)[CH2:24][C@H:23]1[O:31][C:32](=[O:45])[C:33]1[CH:38]=[CH:37][C:36]([C:39]2[CH:44]=[CH:43][CH:42]=[CH:41][CH:40]=2)=[CH:35][CH:34]=1. (2) Given the reactants [Br:1][C:2]1[CH:3]=[C:4]([CH:9]=[CH:10][CH:11]=1)[O:5][CH2:6][CH2:7][OH:8].C(N(CC)CC)C.[CH3:19][S:20](Cl)(=[O:22])=[O:21], predict the reaction product. The product is: [CH3:19][S:20]([O:8][CH2:7][CH2:6][O:5][C:4]1[CH:9]=[CH:10][CH:11]=[C:2]([Br:1])[CH:3]=1)(=[O:22])=[O:21].